Dataset: Catalyst prediction with 721,799 reactions and 888 catalyst types from USPTO. Task: Predict which catalyst facilitates the given reaction. The catalyst class is: 1. Product: [Cl:26][C:23]1[CH:24]=[CH:25][C:20]([C:19]([NH:18][C:15]2[S:16][CH:17]=[C:13]([CH2:12][C:11]([N:8]3[CH2:9][CH2:10][N:5]([C:3](=[O:4])[CH2:2][NH:29][CH2:30][CH:31]4[CH2:36][CH2:35][CH2:34][CH2:33][CH2:32]4)[CH2:6][CH2:7]3)=[O:28])[N:14]=2)=[O:27])=[CH:21][CH:22]=1. Reactant: Br[CH2:2][C:3]([N:5]1[CH2:10][CH2:9][N:8]([C:11](=[O:28])[CH2:12][C:13]2[N:14]=[C:15]([NH:18][C:19](=[O:27])[C:20]3[CH:25]=[CH:24][C:23]([Cl:26])=[CH:22][CH:21]=3)[S:16][CH:17]=2)[CH2:7][CH2:6]1)=[O:4].[NH2:29][CH2:30][CH:31]1[CH2:36][CH2:35][CH2:34][CH2:33][CH2:32]1.C(N(CC)CC)C.